Dataset: Peptide-MHC class I binding affinity with 185,985 pairs from IEDB/IMGT. Task: Regression. Given a peptide amino acid sequence and an MHC pseudo amino acid sequence, predict their binding affinity value. This is MHC class I binding data. (1) The binding affinity (normalized) is 1.00. The MHC is HLA-A02:11 with pseudo-sequence HLA-A02:11. The peptide sequence is TLFDWGFAL. (2) The peptide sequence is RSRRQTNTK. The MHC is HLA-A03:01 with pseudo-sequence HLA-A03:01. The binding affinity (normalized) is 0.286. (3) The peptide sequence is RPAFPAGTF. The MHC is HLA-B35:01 with pseudo-sequence HLA-B35:01. The binding affinity (normalized) is 0.671. (4) The peptide sequence is STYQFSLMQ. The MHC is HLA-A02:11 with pseudo-sequence HLA-A02:11. The binding affinity (normalized) is 0.0847. (5) The peptide sequence is AEMVAKYDL. The MHC is HLA-B27:03 with pseudo-sequence HLA-B27:03. The binding affinity (normalized) is 0.0847. (6) The peptide sequence is KRRWRRRWQQL. The MHC is Mamu-A07 with pseudo-sequence Mamu-A07. The binding affinity (normalized) is 0. (7) The peptide sequence is FQYTMRHVL. The MHC is Mamu-B08 with pseudo-sequence Mamu-B08. The binding affinity (normalized) is 0.571. (8) The peptide sequence is ELEKTRRKL. The MHC is HLA-A68:02 with pseudo-sequence HLA-A68:02. The binding affinity (normalized) is 0.182.